From a dataset of Reaction yield outcomes from USPTO patents with 853,638 reactions. Predict the reaction yield, written as a fraction of the theoretical maximum amount of product (1.0 means a 100% yield; for example, 0.34 means a 34% yield). The reactants are [NH2:1][C:2]1[CH:7]=[CH:6][C:5]([F:8])=[CH:4][C:3]=1[OH:9].C(O[C:13](S[K])=[S:14])C. The product is [F:8][C:5]1[CH:6]=[CH:7][C:2]2[NH:1][C:13](=[S:14])[O:9][C:3]=2[CH:4]=1. The catalyst is C(O)C. The yield is 0.860.